From a dataset of Peptide-MHC class I binding affinity with 185,985 pairs from IEDB/IMGT. Regression. Given a peptide amino acid sequence and an MHC pseudo amino acid sequence, predict their binding affinity value. This is MHC class I binding data. (1) The peptide sequence is LMFSTSAYL. The MHC is HLA-B15:01 with pseudo-sequence HLA-B15:01. The binding affinity (normalized) is 0.735. (2) The peptide sequence is FQPQNGQQI. The MHC is H-2-Kb with pseudo-sequence H-2-Kb. The binding affinity (normalized) is 0.0258.